Dataset: Reaction yield outcomes from USPTO patents with 853,638 reactions. Task: Predict the reaction yield, written as a fraction of the theoretical maximum amount of product (1.0 means a 100% yield; for example, 0.34 means a 34% yield). The reactants are Br[C:2]1[CH:7]=[CH:6][C:5]([CH:8]([N:12]2[CH2:26][CH2:25][C:15]3([O:20][CH2:19][C:18](=[O:21])[N:17]([CH:22]4[CH2:24][CH2:23]4)[CH2:16]3)[CH2:14][CH2:13]2)[C:9]([NH2:11])=[O:10])=[C:4]([F:27])[CH:3]=1.B1(B2OC(C)(C)C(C)(C)O2)OC(C)(C)C(C)(C)O1.C([O-])(=O)C.[K+].Br[C:52]1[CH:61]=[C:60]2[C:55]([CH:56]=[C:57]([CH3:62])[CH:58]=[N:59]2)=[CH:54][CH:53]=1.C(=O)([O-])[O-].[K+].[K+]. The catalyst is O1CCOCC1.C1C=CC(P(C2C=CC=CC=2)[C-]2C=CC=C2)=CC=1.C1C=CC(P(C2C=CC=CC=2)[C-]2C=CC=C2)=CC=1.Cl[Pd]Cl.[Fe+2].C(Cl)Cl. The product is [CH:22]1([N:17]2[CH2:16][C:15]3([CH2:25][CH2:26][N:12]([CH:8]([C:5]4[CH:6]=[CH:7][C:2]([C:52]5[CH:61]=[C:60]6[C:55]([CH:56]=[C:57]([CH3:62])[CH:58]=[N:59]6)=[CH:54][CH:53]=5)=[CH:3][C:4]=4[F:27])[C:9]([NH2:11])=[O:10])[CH2:13][CH2:14]3)[O:20][CH2:19][C:18]2=[O:21])[CH2:24][CH2:23]1. The yield is 0.310.